Dataset: Reaction yield outcomes from USPTO patents with 853,638 reactions. Task: Predict the reaction yield, written as a fraction of the theoretical maximum amount of product (1.0 means a 100% yield; for example, 0.34 means a 34% yield). (1) The reactants are [F:1][C:2]1[CH:7]=[C:6]([F:8])[CH:5]=[CH:4][C:3]=1[N:9]=[C:10]=[O:11].[NH2:12][C:13]1[CH:18]=[CH:17][C:16]([C:19]2[CH:23]=[C:22]([C:24]([NH:26][CH:27]([CH2:32][C:33]3[CH:38]=[CH:37][CH:36]=[CH:35][CH:34]=3)[C:28]([O:30][CH3:31])=[O:29])=[O:25])[O:21][N:20]=2)=[CH:15][CH:14]=1. No catalyst specified. The product is [F:1][C:2]1[CH:7]=[C:6]([F:8])[CH:5]=[CH:4][C:3]=1[NH:9][C:10](=[O:11])[NH:12][C:13]1[CH:18]=[CH:17][C:16]([C:19]2[CH:23]=[C:22]([C:24]([NH:26][CH:27]([CH2:32][C:33]3[CH:34]=[CH:35][CH:36]=[CH:37][CH:38]=3)[C:28]([O:30][CH3:31])=[O:29])=[O:25])[O:21][N:20]=2)=[CH:15][CH:14]=1. The yield is 0.620. (2) The reactants are [Br:1][C:2]1[CH:10]=[CH:9][C:8]2[NH:7][C:6]3[CH2:11][CH2:12][NH:13][CH2:14][C:5]=3[C:4]=2[CH:3]=1.CN(C1C=CC=CN=1)C.[C:24](O[C:24]([O:26][C:27]([CH3:30])([CH3:29])[CH3:28])=[O:25])([O:26][C:27]([CH3:30])([CH3:29])[CH3:28])=[O:25].C(N(CC)CC)C. The catalyst is C(Cl)Cl.CO. The product is [Br:1][C:2]1[CH:10]=[CH:9][C:8]2[NH:7][C:6]3[CH2:11][CH2:12][N:13]([C:24]([O:26][C:27]([CH3:30])([CH3:29])[CH3:28])=[O:25])[CH2:14][C:5]=3[C:4]=2[CH:3]=1. The yield is 0.820. (3) The reactants are [CH2:1](Br)[CH3:2].[Mg].C(OCC)C.C(=O)=O.CC(C)=O.[C:17]1(=[O:24])[NH:22][C:21](=O)[CH2:20][CH2:19][CH2:18]1.C([BH3-])#N.[Na+].Cl.[OH-].[Na+]. The catalyst is ClCCl. The product is [CH2:1]([CH:21]1[NH:22][C:17](=[O:24])[CH2:18][CH2:19][CH2:20]1)[CH3:2]. The yield is 0.650. (4) The reactants are [CH3:1][N:2]1[C:10]2[C:5](=[CH:6][CH:7]=[C:8]([S:11](OC3C(F)=C(F)C(F)=C(F)C=3F)(=[O:13])=[O:12])[CH:9]=2)[C:4]([C:26]2[CH:31]=[CH:30][C:29]([C:32]([F:35])([F:34])[F:33])=[CH:28][C:27]=2[C:36]2[N:40]([CH3:41])[N:39]=[CH:38][CH:37]=2)=[CH:3]1.[S:42]1[CH:46]=[CH:45][N:44]=[C:43]1[NH2:47].C1COCC1.C[Si]([N-][Si](C)(C)C)(C)C.[Li+]. The catalyst is C(Cl)Cl.CO.C(O)(=O)C. The product is [CH3:1][N:2]1[C:10]2[C:5](=[CH:6][CH:7]=[C:8]([S:11]([NH:47][C:43]3[S:42][CH:46]=[CH:45][N:44]=3)(=[O:12])=[O:13])[CH:9]=2)[C:4]([C:26]2[CH:31]=[CH:30][C:29]([C:32]([F:35])([F:34])[F:33])=[CH:28][C:27]=2[C:36]2[N:40]([CH3:41])[N:39]=[CH:38][CH:37]=2)=[CH:3]1. The yield is 0.726. (5) The reactants are C1(P(C2C=CC=CC=2)C2C=CC=CC=2)C=CC=CC=1.[CH2:20]([O:24][C:25]1[CH:30]=[CH:29][C:28]([S:31](Cl)(=O)=O)=[CH:27][CH:26]=1)[C:21]#[C:22][CH3:23].Cl. The catalyst is C(Cl)Cl.CN(C=O)C.[Cl-].[Na+].O. The product is [CH2:20]([O:24][C:25]1[CH:26]=[CH:27][C:28]([SH:31])=[CH:29][CH:30]=1)[C:21]#[C:22][CH3:23]. The yield is 0.580. (6) The reactants are [CH:1]([C:3]1[C:8]([O:9][CH3:10])=[CH:7][C:6](OS(C)(=O)=O)=[CH:5][C:4]=1[O:16][CH3:17])=[O:2].[S:18]1[CH:22]=[CH:21][CH:20]=[C:19]1B(O)O.P([O-])([O-])([O-])=O.[K+].[K+].[K+]. The catalyst is O1CCOCC1.CCOC(C)=O.O.[Pd].C1(P(C2C=CC=CC=2)C2C=CC=CC=2)C=CC=CC=1.C1(P(C2C=CC=CC=2)C2C=CC=CC=2)C=CC=CC=1.C1(P(C2C=CC=CC=2)C2C=CC=CC=2)C=CC=CC=1.C1(P(C2C=CC=CC=2)C2C=CC=CC=2)C=CC=CC=1. The product is [CH3:10][O:9][C:8]1[CH:7]=[C:6]([C:19]2[S:18][CH:22]=[CH:21][CH:20]=2)[CH:5]=[C:4]([O:16][CH3:17])[C:3]=1[CH:1]=[O:2]. The yield is 0.750. (7) The reactants are [NH2:1][C@H:2]([CH:11]1[CH2:13][CH2:12]1)[C:3]([NH:5][CH2:6][C:7](OC)=[O:8])=[O:4].CCN(CC)CC. The catalyst is CO. The product is [CH:11]1([C@H:2]2[NH:1][C:7](=[O:8])[CH2:6][NH:5][C:3]2=[O:4])[CH2:13][CH2:12]1. The yield is 0.769. (8) The reactants are N1C=CC=C1.[CH3:6][CH:7]([NH2:9])[CH3:8].[OH:10][C:11]1[CH:16]=[CH:15][C:14]([C:17](=O)[CH2:18][CH2:19][C:20]([C:22]2[CH:30]=[CH:29][C:25]([C:26]([OH:28])=[O:27])=[CH:24][CH:23]=2)=O)=[CH:13][CH:12]=1. No catalyst specified. The product is [OH:10][C:11]1[CH:16]=[CH:15][C:14]([C:17]2[N:9]([CH:7]([CH3:8])[CH3:6])[C:20]([C:22]3[CH:30]=[CH:29][C:25]([C:26]([OH:28])=[O:27])=[CH:24][CH:23]=3)=[CH:19][CH:18]=2)=[CH:13][CH:12]=1. The yield is 0.260.